From a dataset of Experimentally validated miRNA-target interactions with 360,000+ pairs, plus equal number of negative samples. Binary Classification. Given a miRNA mature sequence and a target amino acid sequence, predict their likelihood of interaction. (1) The miRNA is hsa-miR-6730-3p with sequence CCUGACACCCCAUCUGCCCUCA. The protein sequence of the target gene is MTKAQESLTLEDVAVDFTWEEWQFLSPAQKDLYRDVMLENYSNLVSVGYQAGKPDALTKLEQGEPLWTLEDEIHSPAHPEIEKADDHLQQPLQNQKILKRTGQRYEHGRTLKSYLGLTNQSRRYNRKEPAEFNGDGAFLHDNHEQMPTEIEFPESRKPISTKSQFLKHQQTHNIEKAHECTDCGKAFLKKSQLTEHKRIHTGKKPHVCSLCGKAFYKKYRLTEHERAHRGEKPHGCSLCGKAFYKRYRLTEHERAHKGEKPYGCSECGKAFPRKSELTEHQRIHTGIKPHQCSECGRAFS.... Result: 0 (no interaction). (2) The miRNA is mmu-miR-214-3p with sequence ACAGCAGGCACAGACAGGCAGU. The protein sequence of the target gene is MFKRMAEFGPDSGGRVKGVTIVKPIVYGNVARYFGKKREEDGHTHQWTVYVKPYRNEDMSAYVKKIQFKLHESYGNPLRVVTKPPYEITETGWGEFEIIIKIFFIDPNERPVTLYHLLKLFQSDTNAMLGKKTVVSEFYDEMIFQDPTAMMQQLLTTSRQLTLGAYKHETEFAELEVKTREKLEAAKKKTSFEIAELKERLKASRETINCLKNEIRKLEEDDQTKDI. Result: 0 (no interaction). (3) The miRNA is hsa-miR-3120-5p with sequence CCUGUCUGUGCCUGCUGUACA. The protein sequence of the target gene is MESFSSKSLALQAEKKLLSKMAGRSVAHLFIDETSSEVLDELYRVSKEYTHSRPQAQRVIKDLIKVAIKVAVLHRNGSFGPSELALATRFRQKLRQGAMTALSFGEVDFTFEAAVLAGLLTECRDVLLELVEHHLTPKSHGRIRHVFDHFSDPGLLTALYGPDFTQHLGKICDGLRKLLDEGKL. Result: 1 (interaction). (4) The miRNA is hsa-miR-656-5p with sequence AGGUUGCCUGUGAGGUGUUCA. The protein sequence of the target gene is MSRSRHARPSRLVRKEDVNKKKKNSQLRKTTKGANKNVASVKTLSPGKLKQLIQERDVKKKTEPKPPVPVRSLLTRAGAARMNLDRTEVLFQNPESLTCNGFTMALRSTSLSRRLSQPPLVVAKSKKVPLSKGLEKQHDCDYKILPALGVKHSENDSVPMQDTQVLPDIETLIGVQNPSLLKGKSQETTQFWSQRVEDSKINIPTHSGPAAEILPGPLEGTRCGEGLFSEETLNDTSGSPKMFAQDTVCAPFPQRATPKVTSQGNPSIQLEELGSRVESLKLSDSYLDPIKSEHDCYPTS.... Result: 0 (no interaction). (5) The protein sequence of the target gene is MEAPTVETPPDPSPPSAPAPALVPLRAPDVARLREEQEKVVTNCQERIQHWKKVDNDYNALRERLSTLPDKLSYNIMVPFGPFAFMPGKLVHTNEVTVLLGDNWFAKCSAKQAVGLVEHRKEHVRKTIDDLKKVMKNFESRVEFTEDLQKMSDAAGDIVDIREEIKCDFEFKAKHRIAHKPHSKPKTSDIFEADIANDVKSKDLLADKELWARLEELERQEELLGELDSKPDTVIANGEDTTSSEEEKEDRNTNVNAMHQVTDSHTPCHKDVASSEPFSGQVNSQLNCSVNGSSSYHSDD.... Result: 0 (no interaction). The miRNA is mmu-miR-33-5p with sequence GUGCAUUGUAGUUGCAUUGCA. (6) The miRNA is hsa-miR-28-5p with sequence AAGGAGCUCACAGUCUAUUGAG. The protein sequence of the target gene is MESRMWPALLLSHLLPLWPLLLLPLPPPAQGSSSSPRTPPAPARPPCARGGPSAPRHVCVWERAPPPSRSPRVPRSRRQVLPGTAPPATPSGFEEGPPSSQYPWAIVWGPTVSREDGGDPNSANPGFLDYGFAAPHGLATPHPNSDSMRGDGDGLILGEAPATLRPFLFGGRGEGVDPQLYVTITISIIIVLVATGIIFKFCWDRSQKRRRPSGQQGALRQEESQQPLTDLSPAGVTVLGAFGDSPTPTPDHEEPRGGPRPGMPHPKGAPAFQLNRIPLVNL. Result: 1 (interaction).